Predict the reaction yield, written as a fraction of the theoretical maximum amount of product (1.0 means a 100% yield; for example, 0.34 means a 34% yield). From a dataset of Reaction yield outcomes from USPTO patents with 853,638 reactions. (1) The product is [CH3:21][O:11][C:10](=[O:14])[C:9]([C:4]1[CH:5]=[CH:6][C:7]([Cl:8])=[C:2]([Cl:1])[CH:3]=1)([CH3:15])[CH2:13][CH2:12][Br:16]. The reactants are [Cl:1][C:2]1[CH:3]=[C:4]([C:9]2([CH3:15])[CH2:13][CH2:12][O:11][C:10]2=[O:14])[CH:5]=[CH:6][C:7]=1[Cl:8].[BrH:16].S(Cl)(Cl)=O.[CH3:21]O. The yield is 0.940. The catalyst is C(O)(=O)C. (2) The reactants are [N+:1]([C:4]1[CH:9]=[CH:8][C:7]([CH2:10][CH2:11][NH2:12])=[CH:6][CH:5]=1)([O-:3])=[O:2].[C:13](OC([O-])=O)([O:15][C:16]([CH3:19])([CH3:18])[CH3:17])=[O:14]. The catalyst is O1CCCC1. The product is [C:16]([O:15][C:13](=[O:14])[NH:12][CH2:11][CH2:10][C:7]1[CH:6]=[CH:5][C:4]([N+:1]([O-:3])=[O:2])=[CH:9][CH:8]=1)([CH3:19])([CH3:18])[CH3:17]. The yield is 0.570. (3) The reactants are [OH:1][C:2]1[CH:3]=[C:4]2[C:9](=[CH:10][CH:11]=1)[N:8]=[C:7]([CH2:12][CH2:13][CH3:14])[C:6]([C:15]#[N:16])=[C:5]2[C:17]1[CH:22]=[CH:21][CH:20]=[CH:19][CH:18]=1.Cl[CH2:24][C:25]([NH2:27])=[O:26].C(=O)([O-])[O-].[K+].[K+].O. The catalyst is CN(C)C=O. The product is [C:15]([C:6]1[C:7]([CH2:12][CH2:13][CH3:14])=[N:8][C:9]2[C:4]([C:5]=1[C:17]1[CH:22]=[CH:21][CH:20]=[CH:19][CH:18]=1)=[CH:3][C:2]([O:1][CH2:24][C:25]([NH2:27])=[O:26])=[CH:11][CH:10]=2)#[N:16]. The yield is 0.880. (4) The reactants are FC(F)(F)S(O[C:7]1[C:11]2[C:12]([CH3:19])=[C:13]([Br:18])[C:14]([CH3:17])=[C:15]([CH3:16])[C:10]=2[O:9][CH:8]=1)(=O)=O.[CH2:22]([C:24]1[CH:29]=[CH:28][C:27](B(O)O)=[CH:26][CH:25]=1)[CH3:23].C(=O)([O-])[O-].[Na+].[Na+].C(O)C. The catalyst is C1C=CC([P]([Pd]([P](C2C=CC=CC=2)(C2C=CC=CC=2)C2C=CC=CC=2)([P](C2C=CC=CC=2)(C2C=CC=CC=2)C2C=CC=CC=2)[P](C2C=CC=CC=2)(C2C=CC=CC=2)C2C=CC=CC=2)(C2C=CC=CC=2)C2C=CC=CC=2)=CC=1.O.C1(C)C=CC=CC=1. The product is [Br:18][C:13]1[C:14]([CH3:17])=[C:15]([CH3:16])[C:10]2[O:9][CH:8]=[C:7]([C:27]3[CH:28]=[CH:29][C:24]([CH2:22][CH3:23])=[CH:25][CH:26]=3)[C:11]=2[C:12]=1[CH3:19]. The yield is 0.920. (5) The reactants are [CH3:1][O:2][C:3]1[CH:4]=[C:5](B(O)O)[CH:6]=[CH:7][CH:8]=1.[NH2:12][C:13]1[N:14]=[C:15]([N:24]2[CH2:29][CH2:28][N:27]([C:30](=[O:40])[CH2:31][O:32][C:33]3[CH:38]=[CH:37][C:36]([Cl:39])=[CH:35][CH:34]=3)[CH2:26][CH2:25]2)[C:16]2[N:22]=[C:21](Cl)[CH:20]=[CH:19][C:17]=2[N:18]=1. No catalyst specified. The product is [NH2:12][C:13]1[N:14]=[C:15]([N:24]2[CH2:25][CH2:26][N:27]([C:30](=[O:40])[CH2:31][O:32][C:33]3[CH:38]=[CH:37][C:36]([Cl:39])=[CH:35][CH:34]=3)[CH2:28][CH2:29]2)[C:16]2[N:22]=[C:21]([C:5]3[CH:6]=[CH:7][CH:8]=[C:3]([O:2][CH3:1])[CH:4]=3)[CH:20]=[CH:19][C:17]=2[N:18]=1. The yield is 0.720. (6) The reactants are F[C:2]1[CH:7]=[CH:6][C:5]([C:8]2[O:9][C:10]3[CH:16]=[CH:15][CH:14]=[CH:13][C:11]=3[N:12]=2)=C[C:3]=1[N+]([O-])=O.[O:20]1CCC(CCN)[CH2:22][CH2:21]1.C(N(CC)CC)C.[H][H]. The catalyst is [C].[Pd].O.C(#N)C. The product is [O:20]1[CH2:3][CH2:2][CH:7]([CH2:6][CH2:5][C:8]2[O:9][C:10]3[CH:16]=[CH:15][CH:14]=[CH:13][C:11]=3[N:12]=2)[CH2:22][CH2:21]1. The yield is 0.430.